Regression/Classification. Given a drug SMILES string, predict its absorption, distribution, metabolism, or excretion properties. Task type varies by dataset: regression for continuous measurements (e.g., permeability, clearance, half-life) or binary classification for categorical outcomes (e.g., BBB penetration, CYP inhibition). Dataset: cyp2d6_veith. From a dataset of CYP2D6 inhibition data for predicting drug metabolism from PubChem BioAssay. (1) The compound is COCCN1CSC(=S)N(Cc2ccco2)C1. The result is 0 (non-inhibitor). (2) The drug is COc1ccc(Cc2nnc(NC(=O)c3cccc([N+](=O)[O-])c3C)s2)cc1. The result is 0 (non-inhibitor).